Dataset: Reaction yield outcomes from USPTO patents with 853,638 reactions. Task: Predict the reaction yield, written as a fraction of the theoretical maximum amount of product (1.0 means a 100% yield; for example, 0.34 means a 34% yield). (1) The reactants are C1(P(C2C=CC=CC=2)C2C=CC=CC=2)C=CC=CC=1.[N:20]([CH2:23][CH2:24][O:25][CH2:26][CH2:27][O:28][CH2:29][CH2:30][O:31][CH2:32][CH2:33][N:34]([CH3:49])[CH2:35][CH2:36][N:37](C)[C:38](=[O:47])[O:39][CH2:40][C:41]1[CH:46]=[CH:45][CH:44]=[CH:43][CH:42]=1)=[N+]=[N-].CCN(C(C)C)C(C)C.[C:59](O[C:59]([O:61][C:62]([CH3:65])([CH3:64])[CH3:63])=[O:60])([O:61][C:62]([CH3:65])([CH3:64])[CH3:63])=[O:60].C1[CH2:78][O:77][CH2:76]C1. The catalyst is C(Cl)Cl.O. The product is [CH2:40]([O:39][C:38]([NH:37][CH2:36][CH2:35][N:34]([CH2:49][CH2:76][O:77][CH3:78])[CH2:33][CH2:32][O:31][CH2:30][CH2:29][O:28][CH2:27][CH2:26][O:25][CH2:24][CH2:23][NH:20][C:59](=[O:60])[O:61][C:62]([CH3:65])([CH3:64])[CH3:63])=[O:47])[C:41]1[CH:42]=[CH:43][CH:44]=[CH:45][CH:46]=1. The yield is 0.870. (2) The reactants are Br[C:2]1[CH:38]=[CH:37][C:5]([O:6][C@H:7]2[C@H:15]([CH3:16])[O:14][C:13](=[O:17])[C@@H:12]([N:18]([C:26]([O:28][C:29]([CH3:32])([CH3:31])[CH3:30])=[O:27])[C:19](=[O:25])[O:20][C:21]([CH3:24])([CH3:23])[CH3:22])[CH2:11][CH2:10][CH2:9][C@@H:8]2[O:33][CH2:34][CH2:35][CH3:36])=[CH:4][CH:3]=1.[C:39]1(B(O)O)[CH:44]=[CH:43][CH:42]=[CH:41][CH:40]=1.C([O-])([O-])=O.[Na+].[Na+]. The catalyst is C(Cl)Cl.C1C=CC([P]([Pd]([P](C2C=CC=CC=2)(C2C=CC=CC=2)C2C=CC=CC=2)([P](C2C=CC=CC=2)(C2C=CC=CC=2)C2C=CC=CC=2)[P](C2C=CC=CC=2)(C2C=CC=CC=2)C2C=CC=CC=2)(C2C=CC=CC=2)C2C=CC=CC=2)=CC=1. The product is [C:21]([O:20][C:19]([N:18]([C@H:12]1[CH2:11][CH2:10][CH2:9][C@H:8]([O:33][CH2:34][CH2:35][CH3:36])[C@@H:7]([O:6][C:5]2[CH:37]=[CH:38][C:2]([C:39]3[CH:44]=[CH:43][CH:42]=[CH:41][CH:40]=3)=[CH:3][CH:4]=2)[C@H:15]([CH3:16])[O:14][C:13]1=[O:17])[C:26](=[O:27])[O:28][C:29]([CH3:32])([CH3:31])[CH3:30])=[O:25])([CH3:24])([CH3:23])[CH3:22]. The yield is 0.740. (3) The reactants are [CH2:1]([N:8]1[CH:16]=[C:15]2[C:10]([CH:11]=[C:12]([C:17]3[CH:18]=[C:19]([C:27]4[CH:32]=[CH:31][C:30]([CH2:33]Br)=[CH:29][CH:28]=4)[N:20]4[C:25]=3[C:24]([NH2:26])=[N:23][CH:22]=[N:21]4)[CH:13]=[CH:14]2)=[N:9]1)[C:2]1[CH:7]=[CH:6][CH:5]=[CH:4][CH:3]=1.[NH:35]1[CH2:40][CH2:39][O:38][CH2:37][CH2:36]1. No catalyst specified. The product is [CH2:1]([N:8]1[CH:16]=[C:15]2[C:10]([CH:11]=[C:12]([C:17]3[CH:18]=[C:19]([C:27]4[CH:32]=[CH:31][C:30]([CH2:33][N:35]5[CH2:40][CH2:39][O:38][CH2:37][CH2:36]5)=[CH:29][CH:28]=4)[N:20]4[C:25]=3[C:24]([NH2:26])=[N:23][CH:22]=[N:21]4)[CH:13]=[CH:14]2)=[N:9]1)[C:2]1[CH:7]=[CH:6][CH:5]=[CH:4][CH:3]=1. The yield is 0.280. (4) The catalyst is O1CCOCC1. The product is [CH3:13][O:12][CH2:11][CH2:10][CH2:9][O:8][C:6]1[CH:5]=[CH:4][N:3]=[C:2]([NH:18][C:17]2[CH:19]=[C:20]([B:22]3[O:26][C:25]([CH3:27])([CH3:28])[C:24]([CH3:30])([CH3:29])[O:23]3)[CH:21]=[C:15]([CH3:14])[CH:16]=2)[N:7]=1. The yield is 0.780. The reactants are Cl[C:2]1[N:7]=[C:6]([O:8][CH2:9][CH2:10][CH2:11][O:12][CH3:13])[CH:5]=[CH:4][N:3]=1.[CH3:14][C:15]1[CH:16]=[C:17]([CH:19]=[C:20]([B:22]2[O:26][C:25]([CH3:28])([CH3:27])[C:24]([CH3:30])([CH3:29])[O:23]2)[CH:21]=1)[NH2:18].CS(O)(=O)=O. (5) The reactants are [CH3:16][C:11]1([CH3:17])[C:12]([CH3:15])([CH3:14])[O:13][B:9]([B:9]2[O:13][C:12]([CH3:15])([CH3:14])[C:11]([CH3:17])([CH3:16])[O:10]2)[O:10]1.C([O-])(=O)C.[K+].Br[C:25]1[CH:30]=[CH:29][C:28]([CH2:31][C:32]([O:34][CH3:35])=[O:33])=[CH:27][CH:26]=1. The catalyst is O1CCOCC1.[Cl-].[Na+].O.C1C=CC(P(C2C=CC=CC=2)[C-]2C=CC=C2)=CC=1.C1C=CC(P(C2C=CC=CC=2)[C-]2C=CC=C2)=CC=1.Cl[Pd]Cl.[Fe+2]. The product is [CH3:15][C:12]1([CH3:14])[C:11]([CH3:16])([CH3:17])[O:10][B:9]([C:25]2[CH:30]=[CH:29][C:28]([CH2:31][C:32]([O:34][CH3:35])=[O:33])=[CH:27][CH:26]=2)[O:13]1. The yield is 0.700. (6) The catalyst is CO. The reactants are [F:1][C:2]1[C:11]([O:12][CH3:13])=[C:10]([C:14]#[C:15][C:16]([CH3:19])([CH3:18])[CH3:17])[CH:9]=[CH:8][C:3]=1[C:4]([O:6]C)=[O:5].[OH-].[Na+]. The yield is 0.930. The product is [F:1][C:2]1[C:11]([O:12][CH3:13])=[C:10]([C:14]#[C:15][C:16]([CH3:19])([CH3:18])[CH3:17])[CH:9]=[CH:8][C:3]=1[C:4]([OH:6])=[O:5]. (7) The reactants are [OH-].[Na+].[CH3:3][C:4]1[CH:9]=[CH:8][CH:7]=[CH:6][C:5]=1[C:10]1[CH:15]=[CH:14][C:13]([C:16]([O:18]C)=[O:17])=[CH:12][C:11]=1[C:20]([F:23])([F:22])[F:21].O. The catalyst is CCO. The product is [CH3:3][C:4]1[CH:9]=[CH:8][CH:7]=[CH:6][C:5]=1[C:10]1[CH:15]=[CH:14][C:13]([C:16]([OH:18])=[O:17])=[CH:12][C:11]=1[C:20]([F:21])([F:22])[F:23]. The yield is 0.700.